This data is from Forward reaction prediction with 1.9M reactions from USPTO patents (1976-2016). The task is: Predict the product of the given reaction. Given the reactants [C:1](#N)C.CO.S([O:11][CH3:12])(OC)(=O)=O.O[C:14]1[C:23]2[C:18](=[C:19]([OH:24])[CH:20]=[CH:21][CH:22]=2)[CH:17]=[CH:16][CH:15]=1, predict the reaction product. The product is: [CH3:1][O:24][C:19]1[C:18]2[C:23](=[C:14]([O:11][CH3:12])[CH:15]=[CH:16][CH:17]=2)[CH:22]=[CH:21][CH:20]=1.